Dataset: Forward reaction prediction with 1.9M reactions from USPTO patents (1976-2016). Task: Predict the product of the given reaction. (1) Given the reactants [CH3:1][O:2][C:3]1[CH:4]=[C:5]([CH:8]=[CH:9][C:10]=1[CH3:11])[CH2:6]O.P(Br)(Br)[Br:13], predict the reaction product. The product is: [CH3:1][O:2][C:3]1[CH:4]=[C:5]([CH:8]=[CH:9][C:10]=1[CH3:11])[CH2:6][Br:13]. (2) Given the reactants [OH:1][C:2]1[CH:10]=[CH:9][CH:8]=[C:7]2[C:3]=1[CH:4]=[CH:5][NH:6]2.[Br:11][CH2:12][CH2:13][CH2:14][CH2:15][CH2:16]Br.C(=O)([O-])[O-].[K+].[K+], predict the reaction product. The product is: [Br:11][CH2:12][CH2:13][CH2:14][CH2:15][CH2:16][O:1][C:2]1[CH:10]=[CH:9][CH:8]=[C:7]2[C:3]=1[CH:4]=[CH:5][NH:6]2. (3) Given the reactants C(Cl)(=O)C(Cl)=O.C(=O)=O.CS(C)=O.[C:14]([O:18][C:19](=[O:32])[N:20]([C@H:22]1[CH2:27][CH2:26][C@H:25]([CH2:28][CH2:29][CH2:30]O)[CH2:24][CH2:23]1)[CH3:21])([CH3:17])([CH3:16])[CH3:15].CCN(CC)CC.C(OC(=O)N(C)[C@H]1CC[C@H](CCC=O)CC1)(C)(C)C.[CH3:59][CH2:60][O:61][C:62]([CH2:64]P(OCC)(OCC)=O)=[O:63].C[O-].[Na+], predict the reaction product. The product is: [CH2:60]([O:61][C:62](=[O:63])[CH:64]=[CH:30][CH2:29][CH2:28][C@H:25]1[CH2:26][CH2:27][C@H:22]([N:20]([C:19]([O:18][C:14]([CH3:17])([CH3:16])[CH3:15])=[O:32])[CH3:21])[CH2:23][CH2:24]1)[CH3:59]. (4) Given the reactants [N:1]([CH2:4][CH2:5][CH2:6][C:7](=[N:14][NH:15][C:16](=[O:25])[C:17]1[CH:22]=[C:21]([F:23])[CH:20]=[CH:19][C:18]=1[F:24])[C:8]1[CH:13]=[CH:12][CH:11]=[CH:10][CH:9]=1)=[N+:2]=[N-:3].[CH3:26][O:27][C@@H:28]([CH3:38])[C:29](O[C:29](=[O:30])[C@@H:28]([O:27][CH3:26])[CH3:38])=[O:30], predict the reaction product. The product is: [N:1]([CH2:4][CH2:5][CH2:6][C:7]1([C:8]2[CH:9]=[CH:10][CH:11]=[CH:12][CH:13]=2)[N:14]([C:29](=[O:30])[C@@H:28]([O:27][CH3:26])[CH3:38])[N:15]=[C:16]([C:17]2[CH:22]=[C:21]([F:23])[CH:20]=[CH:19][C:18]=2[F:24])[O:25]1)=[N+:2]=[N-:3].